Dataset: Full USPTO retrosynthesis dataset with 1.9M reactions from patents (1976-2016). Task: Predict the reactants needed to synthesize the given product. (1) Given the product [F:18][C:19]1[CH:24]=[CH:23][C:22]([C:2]2[C:7]([O:17][CH2:16][CH2:15][CH2:14][O:13][CH3:12])=[N:6][CH:5]=[C:4]([CH:3]=2)[C:9]([NH:28][C@@H:29]2[CH2:34][CH2:33][CH2:32][CH2:31][C@H:30]2[OH:35])=[O:11])=[CH:21][CH:20]=1, predict the reactants needed to synthesize it. The reactants are: Br[C:2]1[CH:3]=[C:4]([C:9]([OH:11])=O)[CH:5]=[N:6][C:7]=1Cl.[CH3:12][O:13][CH2:14][CH2:15][CH2:16][OH:17].[F:18][C:19]1[CH:24]=[CH:23][C:22](B(O)O)=[CH:21][CH:20]=1.[NH2:28][C@@H:29]1[CH2:34][CH2:33][CH2:32][CH2:31][C@H:30]1[OH:35]. (2) Given the product [Br:1][C:2]1[C:8]([CH3:9])=[CH:7][C:5]([NH:6][S:18]([CH3:17])(=[O:20])=[O:19])=[C:4]([F:10])[CH:3]=1, predict the reactants needed to synthesize it. The reactants are: [Br:1][C:2]1[C:8]([CH3:9])=[CH:7][C:5]([NH2:6])=[C:4]([F:10])[CH:3]=1.N1C=CC=CC=1.[CH3:17][S:18](Cl)(=[O:20])=[O:19]. (3) Given the product [Br:15][C:12]1[CH:13]=[CH:14][C:9]([O:8][CH2:1][C:2]2[CH:7]=[CH:6][CH:5]=[CH:4][CH:3]=2)=[C:10]([C:16]2[N:23]([C:24]3[CH:32]=[C:28]([C:27]([Cl:33])=[CH:26][CH:25]=3)[C:29]([OH:31])=[O:30])[C:19]([CH3:20])=[CH:18][CH:17]=2)[CH:11]=1, predict the reactants needed to synthesize it. The reactants are: [CH2:1]([O:8][C:9]1[CH:14]=[CH:13][C:12]([Br:15])=[CH:11][C:10]=1[C:16](=O)[CH2:17][CH2:18][C:19](=O)[CH3:20])[C:2]1[CH:7]=[CH:6][CH:5]=[CH:4][CH:3]=1.[NH2:23][C:24]1[CH:25]=[CH:26][C:27]([Cl:33])=[C:28]([CH:32]=1)[C:29]([OH:31])=[O:30].CC1C=CC(S(O)(=O)=O)=CC=1. (4) Given the product [CH2:1]([C@@H:8]([CH2:12][CH2:13][C@H:14]([CH2:33][C:34]1[CH:39]=[CH:38][CH:37]=[CH:36][CH:35]=1)[C:15]([NH:16][C@H:17]1[CH2:23][CH2:22][CH2:21][CH2:20][N:19]([C:24]2[CH:29]=[CH:28][CH:27]=[CH:26][C:25]=2[CH3:30])[C:18]1=[O:31])=[O:32])[C:9]([NH:40][C@H:41]1[CH2:47][CH2:46][S:45][C@H:44]2[CH2:48][CH2:49][CH2:50][C@@H:51]([C:52]#[N:53])[N:43]2[C:42]1=[O:54])=[O:10])[C:2]1[CH:7]=[CH:6][CH:5]=[CH:4][CH:3]=1, predict the reactants needed to synthesize it. The reactants are: [CH2:1]([C@@H:8]([CH2:12][CH2:13][C@H:14]([CH2:33][C:34]1[CH:39]=[CH:38][CH:37]=[CH:36][CH:35]=1)[C:15](=[O:32])[NH:16][C@H:17]1[CH2:23][CH2:22][CH2:21][CH2:20][N:19]([C:24]2[CH:29]=[CH:28][CH:27]=[CH:26][C:25]=2[CH3:30])[C:18]1=[O:31])[C:9](O)=[O:10])[C:2]1[CH:7]=[CH:6][CH:5]=[CH:4][CH:3]=1.[NH2:40][C@H:41]1[CH2:47][CH2:46][S:45][C@H:44]2[CH2:48][CH2:49][CH2:50][C@@H:51]([C:52]#[N:53])[N:43]2[C:42]1=[O:54]. (5) Given the product [Br:3][C:4]1[CH:5]=[C:6]([C:24]([CH3:30])([CH3:31])[C:25]([O:27][CH2:28][CH3:29])=[O:26])[CH:7]=[C:8]2[C:12]=1[N:11]([CH2:33][C:34]([NH:36][C:37]([CH3:40])([CH3:39])[CH3:38])=[O:35])[C:10]([C:13]1[CH:18]=[CH:17][C:16]([O:19][C:20]([F:22])([F:23])[F:21])=[CH:15][CH:14]=1)=[CH:9]2, predict the reactants needed to synthesize it. The reactants are: [H-].[Na+].[Br:3][C:4]1[CH:5]=[C:6]([C:24]([CH3:31])([CH3:30])[C:25]([O:27][CH2:28][CH3:29])=[O:26])[CH:7]=[C:8]2[C:12]=1[NH:11][C:10]([C:13]1[CH:18]=[CH:17][C:16]([O:19][C:20]([F:23])([F:22])[F:21])=[CH:15][CH:14]=1)=[CH:9]2.Br[CH2:33][C:34]([NH:36][C:37]([CH3:40])([CH3:39])[CH3:38])=[O:35]. (6) The reactants are: [C:1]([O:4][CH2:5][CH2:6][C:7]([CH3:16])([CH:14]=[CH2:15])[C:8]([CH3:13])([CH3:12])[CH2:9]C=C)(=[O:3])[CH3:2].CS(C)=O. Given the product [C:1]([O:4][CH2:5][CH2:6][C:7]1([CH3:16])[C:8]([CH3:9])([CH3:12])[CH2:13][CH:15]=[CH:14]1)(=[O:3])[CH3:2], predict the reactants needed to synthesize it. (7) Given the product [CH3:23][O:15][C:14](=[O:16])[CH2:13][C:10]1[CH:11]=[CH:12][C:7]([O:6][C:5]2[CH:4]=[CH:3][C:2]([Cl:1])=[CH:18][CH:17]=2)=[CH:8][CH:9]=1, predict the reactants needed to synthesize it. The reactants are: [Cl:1][C:2]1[CH:18]=[CH:17][C:5]([O:6][C:7]2[CH:12]=[CH:11][C:10]([CH2:13][C:14]([OH:16])=[O:15])=[CH:9][CH:8]=2)=[CH:4][CH:3]=1.S(Cl)(Cl)=O.[CH3:23]O. (8) Given the product [Br:25][C:26]1[CH:34]=[CH:33][C:29]([C:30]([N:11]([C:7]2[N:8]=[CH:9][CH:10]=[C:5]3[CH:4]=[CH:3][N:2]([CH3:1])[C:6]=23)[C@@H:12]2[CH2:17][CH2:16][CH2:15][N:14]([C:18]([O:20][C:21]([CH3:24])([CH3:23])[CH3:22])=[O:19])[CH2:13]2)=[O:31])=[CH:28][CH:27]=1, predict the reactants needed to synthesize it. The reactants are: [CH3:1][N:2]1[C:6]2=[C:7]([NH:11][C@@H:12]3[CH2:17][CH2:16][CH2:15][N:14]([C:18]([O:20][C:21]([CH3:24])([CH3:23])[CH3:22])=[O:19])[CH2:13]3)[N:8]=[CH:9][CH:10]=[C:5]2[CH:4]=[CH:3]1.[Br:25][C:26]1[CH:34]=[CH:33][C:29]([C:30](Cl)=[O:31])=[CH:28][CH:27]=1.C[Si]([N-][Si](C)(C)C)(C)C.[Li+]. (9) The reactants are: [BH4-].[Na+].CO[C:5]([CH:7]1[CH2:11][C:10](=O)[N:9]([CH:13]2[CH2:19][CH2:18][CH2:17][CH2:16][CH2:15][CH2:14]2)[CH2:8]1)=O.[OH:20]P(O)(O)=O.N1C=CN=C1.[C:30]([Si:34](Cl)(C)C)([CH3:33])([CH3:32])[CH3:31].C([O:41][CH2:42][CH3:43])(=O)C. Given the product [C:30]([SiH2:34][O:20][C:7]([CH3:8])([CH3:5])[CH:11]1[CH2:10][N:9]([CH:13]2[CH2:19][CH2:18][CH2:17][CH2:16][CH2:15][CH2:14]2)[C:42](=[O:41])[CH2:43]1)([CH3:33])([CH3:32])[CH3:31], predict the reactants needed to synthesize it. (10) The reactants are: C1C=C(Cl)C=C(C(OO)=[O:9])C=1.[CH2:12]([O:19][C:20]1[CH:21]=[CH:22][C:23]2[C:24]3[N:32]([CH2:33][C:34]([NH:37][C:38](=[O:40])[CH3:39])([CH3:36])[CH3:35])[C:31]([CH2:41][O:42][CH2:43][CH3:44])=[N:30][C:25]=3[CH:26]=[N:27][C:28]=2[CH:29]=1)[C:13]1[CH:18]=[CH:17][CH:16]=[CH:15][CH:14]=1. Given the product [CH2:12]([O:19][C:20]1[CH:21]=[CH:22][C:23]2[C:24]3[N:32]([CH2:33][C:34]([NH:37][C:38](=[O:40])[CH3:39])([CH3:36])[CH3:35])[C:31]([CH2:41][O:42][CH2:43][CH3:44])=[N:30][C:25]=3[CH:26]=[N+:27]([O-:9])[C:28]=2[CH:29]=1)[C:13]1[CH:18]=[CH:17][CH:16]=[CH:15][CH:14]=1, predict the reactants needed to synthesize it.